This data is from Forward reaction prediction with 1.9M reactions from USPTO patents (1976-2016). The task is: Predict the product of the given reaction. (1) Given the reactants [CH:1]1[CH:2]=[CH:3][C:4]2[NH:9][CH:8]=[C:7]([C:10]([O:12][C@@H:13]3[CH2:20][C@H:19]4[N:21]5[CH2:22][C:23](=[O:24])[C@@H:17]([CH2:18]4)[CH2:16][C@@H:15]5[CH2:14]3)=[O:11])[C:5]=2[CH:6]=1.[CH3:25][S:26]([OH:29])(=[O:28])=[O:27], predict the reaction product. The product is: [CH3:25][S:26]([OH:29])(=[O:28])=[O:27].[CH:1]1[CH:2]=[CH:3][C:4]2[NH:9][CH:8]=[C:7]([C:10]([O:12][C@@H:13]3[CH2:14][C@H:15]4[N:21]5[CH2:22][C:23](=[O:24])[C@@H:17]([CH2:16]4)[CH2:18][C@@H:19]5[CH2:20]3)=[O:11])[C:5]=2[CH:6]=1.[OH2:11]. (2) Given the reactants C([O:4][CH2:5][C@@H:6]1[C@@H:11]([O:12]C(=O)C)[C@H:10]([O:16][C@@H:17]2[C@@H:22]([O:23]C(=O)C)[C@@H:21]([O:27]C(=O)C)[C@H:20]([O:31]C(=O)C)[C@@H:19]([CH2:35][O:36]C(=O)C)[O:18]2)[C@H:9]([OH:40])[C@@H:8]([C:41]2[CH:46]=[CH:45][CH:44]=[C:43]([OH:47])[CH:42]=2)[O:7]1)(=O)C.CO[Na], predict the reaction product. The product is: [OH:12][C@H:11]1[C@H:10]([O:16][C@@H:17]2[C@@H:22]([OH:23])[C@@H:21]([OH:27])[C@H:20]([OH:31])[C@@H:19]([CH2:35][OH:36])[O:18]2)[C@H:9]([OH:40])[C@@H:8]([C:41]2[CH:46]=[CH:45][CH:44]=[C:43]([OH:47])[CH:42]=2)[O:7][C@@H:6]1[CH2:5][OH:4].